From a dataset of Forward reaction prediction with 1.9M reactions from USPTO patents (1976-2016). Predict the product of the given reaction. (1) Given the reactants [NH2:1][C:2]1[CH:10]=[C:9]([Cl:11])[CH:8]=[CH:7][C:3]=1[C:4](O)=[O:5].C1C=CC2N(O)N=[N:18]C=2C=1.CCN=C=NCCCN(C)C.Cl.[NH4+].[OH-], predict the reaction product. The product is: [NH2:1][C:2]1[CH:10]=[C:9]([Cl:11])[CH:8]=[CH:7][C:3]=1[C:4]([NH2:18])=[O:5]. (2) Given the reactants N/C(/C#N)=[C:3](\[NH:6][C:7]([NH:9][C@@H:10]1CC[O:12][CH2:11]1)=O)/[C:4]#[N:5].[C:17]1([CH3:27])C(S(O)(=O)=O)=CC=CC=1.[N:28]([C@@H:31]1[CH2:35][CH2:34][O:33][CH2:32]1)=[C:29]=[O:30].[NH2:36]/C(/C#N)=C(\N)/C#N.[O:44]1[CH2:48][CH2:47][CH2:46][CH2:45]1, predict the reaction product. The product is: [OH:44][C:48]1[CH:47]=[C:46]([C:7]2[N:6]=[C:3]3[C:4]([NH:5][C:29](=[O:30])[N:28]3[C@@H:31]3[CH2:35][CH2:34][O:33][CH2:32]3)=[C:10]([C:11]([NH2:36])=[O:12])[N:9]=2)[CH:45]=[CH:17][CH:27]=1. (3) Given the reactants [Cl:1][C:2]1[CH:3]=[C:4]([CH:8]=[CH:9][C:10]=1[N:11]1[CH:15]=[CH:14][CH:13]=[N:12]1)[C:5](O)=[O:6].S(Cl)([Cl:18])=O.CN1CCCC1=O, predict the reaction product. The product is: [Cl:1][C:2]1[CH:3]=[C:4]([CH:8]=[CH:9][C:10]=1[N:11]1[CH:15]=[CH:14][CH:13]=[N:12]1)[C:5]([Cl:18])=[O:6]. (4) Given the reactants Cl[C:2]1[C:7]([C:8]([N:10]2[C:19]3[C:14](=[CH:15][CH:16]=[CH:17][CH:18]=3)[CH2:13][CH2:12][CH2:11]2)=[O:9])=[CH:6][CH:5]=[CH:4][N:3]=1.[F:20][C:21]1[CH:26]=[CH:25][C:24]([C:27]([F:30])([F:29])[F:28])=[CH:23][C:22]=1[OH:31].C(=O)([O-])[O-].[Cs+].[Cs+], predict the reaction product. The product is: [N:10]1([C:8]([C:7]2[C:2]([O:31][C:22]3[CH:23]=[C:24]([C:27]([F:28])([F:29])[F:30])[CH:25]=[CH:26][C:21]=3[F:20])=[N:3][CH:4]=[CH:5][CH:6]=2)=[O:9])[C:19]2[C:14](=[CH:15][CH:16]=[CH:17][CH:18]=2)[CH2:13][CH2:12][CH2:11]1. (5) Given the reactants P(Br)(Br)[Br:2].[CH:5]1([C:11]2[CH:36]=[CH:35][C:14]([CH2:15][O:16][C:17]3[CH:22]=[CH:21][CH:20]=[CH:19][C:18]=3[CH2:23][CH2:24][CH:25](O)[CH2:26][CH2:27][CH2:28][CH2:29][C:30]([O:32][CH3:33])=[O:31])=[CH:13][CH:12]=2)[CH2:10][CH2:9][CH2:8][CH2:7][CH2:6]1.O, predict the reaction product. The product is: [Br:2][CH:25]([CH2:24][CH2:23][C:18]1[CH:19]=[CH:20][CH:21]=[CH:22][C:17]=1[O:16][CH2:15][C:14]1[CH:35]=[CH:36][C:11]([CH:5]2[CH2:10][CH2:9][CH2:8][CH2:7][CH2:6]2)=[CH:12][CH:13]=1)[CH2:26][CH2:27][CH2:28][CH2:29][C:30]([O:32][CH3:33])=[O:31]. (6) Given the reactants [CH2:1]([N:8]1[CH:13]=[C:12]([CH2:14][C:15]2[CH:20]=[CH:19][CH:18]=[CH:17][CH:16]=2)[C:11](=[O:21])[C:10]([C:22](=[O:30])[CH:23]=[C:24]([OH:29])[C:25]([O:27]C)=[O:26])=[CH:9]1)[C:2]1[CH:7]=[CH:6][CH:5]=[CH:4][CH:3]=1.[OH-].[Na+], predict the reaction product. The product is: [CH2:1]([N:8]1[CH:13]=[C:12]([CH2:14][C:15]2[CH:16]=[CH:17][CH:18]=[CH:19][CH:20]=2)[C:11](=[O:21])[C:10]([C:22](=[O:30])[CH:23]=[C:24]([OH:29])[C:25]([OH:27])=[O:26])=[CH:9]1)[C:2]1[CH:7]=[CH:6][CH:5]=[CH:4][CH:3]=1.